Dataset: Full USPTO retrosynthesis dataset with 1.9M reactions from patents (1976-2016). Task: Predict the reactants needed to synthesize the given product. (1) Given the product [Cl:23][C:20]1[CH:21]=[CH:22][C:17]([NH:16][S:12]([C:9]2[CH:10]=[CH:11][C:6]([C:5]3[O:1][CH:2]=[N:3][CH:4]=3)=[CH:7][CH:8]=2)(=[O:14])=[O:13])=[C:18]([C:24]([C:26]2[CH:27]=[N:28][CH:29]=[CH:30][C:31]=2[CH3:32])=[O:25])[CH:19]=1, predict the reactants needed to synthesize it. The reactants are: [O:1]1[C:5]([C:6]2[CH:11]=[CH:10][C:9]([S:12](Cl)(=[O:14])=[O:13])=[CH:8][CH:7]=2)=[CH:4][N:3]=[CH:2]1.[NH2:16][C:17]1[CH:22]=[CH:21][C:20]([Cl:23])=[CH:19][C:18]=1[C:24]([C:26]1[CH:27]=[N:28][CH:29]=[CH:30][C:31]=1[CH3:32])=[O:25]. (2) Given the product [CH3:35][O:34][C:31]1[CH:30]=[CH:29][C:28]([CH2:27][N:21]([C:22]2[S:23][CH:24]=[CH:25][N:26]=2)[S:18]([C:15]2[CH:16]=[CH:17][C:9]3[N:8]([C:3]4[CH:4]=[CH:5][CH:6]=[CH:7][C:2]=4[O:1][CH2:37][C:38]([NH2:40])=[O:39])[CH2:13][CH2:12][O:11][C:10]=3[CH:14]=2)(=[O:19])=[O:20])=[CH:33][CH:32]=1, predict the reactants needed to synthesize it. The reactants are: [OH:1][C:2]1[CH:7]=[CH:6][CH:5]=[CH:4][C:3]=1[N:8]1[CH2:13][CH2:12][O:11][C:10]2[CH:14]=[C:15]([S:18]([N:21]([CH2:27][C:28]3[CH:33]=[CH:32][C:31]([O:34][CH3:35])=[CH:30][CH:29]=3)[C:22]3[S:23][CH:24]=[CH:25][N:26]=3)(=[O:20])=[O:19])[CH:16]=[CH:17][C:9]1=2.Br[CH2:37][C:38]([NH2:40])=[O:39].C(=O)([O-])[O-].[K+].[K+]. (3) Given the product [C:1]([O:5][C:6]([N:8]1[CH2:13][CH2:12][C:11](=[C:14]([Br:24])[C:15]2[CH:16]=[CH:17][C:18]([C:21](=[O:22])[N:35]([CH2:36][CH3:37])[CH2:33][CH3:34])=[CH:19][CH:20]=2)[CH2:10][CH2:9]1)=[O:7])([CH3:2])([CH3:3])[CH3:4], predict the reactants needed to synthesize it. The reactants are: [C:1]([O:5][C:6]([N:8]1[CH2:13][CH2:12][C:11](=[C:14]([Br:24])[C:15]2[CH:20]=[CH:19][C:18]([C:21](O)=[O:22])=[CH:17][CH:16]=2)[CH2:10][CH2:9]1)=[O:7])([CH3:4])([CH3:3])[CH3:2].C(OC(Cl)=O)C(C)C.[CH2:33]([NH:35][CH2:36][CH3:37])[CH3:34]. (4) The reactants are: [Br:1][C:2]1[N:6]2[C:7](=[O:13])[CH:8]=[C:9]([CH2:11][Cl:12])[N:10]=[C:5]2[S:4][C:3]=1[CH3:14].[F:15][B-](F)(F)F.F[B-](F)(F)F.ClC[N+]12CC[N+](F)(CC1)CC2. Given the product [Br:1][C:2]1[N:6]2[C:7](=[O:13])[C:8]([F:15])=[C:9]([CH2:11][Cl:12])[N:10]=[C:5]2[S:4][C:3]=1[CH3:14], predict the reactants needed to synthesize it. (5) Given the product [OH:31][NH:30][C:3]([C:5]1[S:9][C:8]([N:10]2[CH2:11][CH2:12][N:13]([S:16]([C:19]3[CH:20]=[CH:21][C:22]([C:25]([F:26])([F:28])[F:27])=[CH:23][CH:24]=3)(=[O:18])=[O:17])[CH2:14][CH2:15]2)=[N:7][CH:6]=1)=[O:2], predict the reactants needed to synthesize it. The reactants are: C[O:2][C:3]([C:5]1[S:9][C:8]([N:10]2[CH2:15][CH2:14][N:13]([S:16]([C:19]3[CH:24]=[CH:23][C:22]([C:25]([F:28])([F:27])[F:26])=[CH:21][CH:20]=3)(=[O:18])=[O:17])[CH2:12][CH2:11]2)=[N:7][CH:6]=1)=O.Cl.[NH2:30][OH:31].C[O-].[Na+].CO. (6) Given the product [NH:6]1[C:5]2[CH:9]=[CH:10][C:2]([N:1]3[CH:15]([C:14]4[CH:17]=[C:18]([C:20]([F:23])([F:22])[F:21])[CH:19]=[C:12]([F:11])[CH:13]=4)[CH2:31][NH:30][C:35]3=[O:36])=[CH:3][C:4]=2[N:8]=[CH:7]1, predict the reactants needed to synthesize it. The reactants are: [NH2:1][C:2]1[CH:10]=[CH:9][C:5]2[N:6]=[CH:7][NH:8][C:4]=2[CH:3]=1.[F:11][C:12]1[CH:13]=[C:14]([CH:17]=[C:18]([C:20]([F:23])([F:22])[F:21])[CH:19]=1)[CH:15]=O.[Si](C#N)(C)(C)C.[N:30]1([C:35](N2C=CN=C2)=[O:36])C=CN=[CH:31]1. (7) Given the product [N:20]1[CH:21]=[CH:22][CH:23]=[C:18]([CH:12]2[C:11]3[C:10]4[CH2:24][CH2:25][NH:6][CH2:7][CH2:8][C:9]=4[CH:17]=[CH:16][C:15]=3[CH2:14][CH2:13]2)[CH:19]=1, predict the reactants needed to synthesize it. The reactants are: C(OC([N:6]1[CH2:25][CH2:24][C:10]2[C:11]3[CH:12]([C:18]4[CH:19]=[N:20][CH:21]=[CH:22][CH:23]=4)[CH2:13][CH2:14][C:15]=3[CH:16]=[CH:17][C:9]=2[CH2:8][CH2:7]1)=O)C. (8) Given the product [Cl:32][CH2:33][C:34]([N:18]1[CH2:19][CH2:20][C:21]2[C:26](=[CH:25][CH:24]=[CH:23][CH:22]=2)[C@H:17]1[CH:11]1[CH2:12][CH2:13][CH2:14][CH2:15][CH2:16]1)=[O:35], predict the reactants needed to synthesize it. The reactants are: C([C@@H]([C@H](C(O)=O)O)O)(O)=O.[CH:11]1([C@@H:17]2[C:26]3[C:21](=[CH:22][CH:23]=[CH:24][CH:25]=3)[CH2:20][CH2:19][NH:18]2)[CH2:16][CH2:15][CH2:14][CH2:13][CH2:12]1.C(=O)(O)[O-].[Na+].[Cl:32][CH2:33][C:34](Cl)=[O:35].